Dataset: Full USPTO retrosynthesis dataset with 1.9M reactions from patents (1976-2016). Task: Predict the reactants needed to synthesize the given product. (1) The reactants are: CO.[NH:3]1[CH2:6][CH:5]([N:7]2[CH:11]=[C:10]([C:12]3[CH:13]=[CH:14][C:15]4[N:16]([C:18]([CH2:21][C:22]5[CH:23]=[C:24]6[C:29](=[CH:30][C:31]=5[F:32])[N:28]=[CH:27][CH:26]=[CH:25]6)=[CH:19][N:20]=4)[N:17]=3)[CH:9]=[N:8]2)[CH2:4]1.C=O.[BH3-][C:36]#N.[Na+]. Given the product [F:32][C:31]1[CH:30]=[C:29]2[C:24]([CH:25]=[CH:26][CH:27]=[N:28]2)=[CH:23][C:22]=1[CH2:21][C:18]1[N:16]2[N:17]=[C:12]([C:10]3[CH:9]=[N:8][N:7]([CH:5]4[CH2:4][N:3]([CH3:36])[CH2:6]4)[CH:11]=3)[CH:13]=[CH:14][C:15]2=[N:20][CH:19]=1, predict the reactants needed to synthesize it. (2) The reactants are: P([O-])([O-])(O)=O.[Na+].[Na+].N[C@@H:9]([C:11]([OH:13])=[O:12])[CH3:10].O=C[C@@H]([C@H]([C@@H:20]([C@@H:22]([CH2:24]O)O)O)O)O.C1N=C(N)C2N=C[N:32]([C@@H:35]3[O:39][C@H](COP(OP(OC[C@H]4O[C@@H](N5C=C(C(N)=O)CC=C5)[C@H](O)[C@@H]4O)(O)=O)(O)=O)[C@@H](O)[C@H]3O)C=2N=1.[C:70]([O-])(=O)C(C)O. Given the product [CH3:24][C@H:22]1[NH:32][C:35](=[O:39])[CH:9]([C:11]([O:13][CH3:70])=[O:12])[CH2:10][CH2:20]1, predict the reactants needed to synthesize it. (3) Given the product [Br:1][C:2]1[C:3]([F:15])=[CH:4][CH:5]=[C:6]2[C:11]=1[N:10]=[C:9]([NH:21][C:18]1([CH3:17])[CH2:20][CH2:19]1)[N:8]([CH3:13])[C:7]2=[O:14], predict the reactants needed to synthesize it. The reactants are: [Br:1][C:2]1[C:3]([F:15])=[CH:4][CH:5]=[C:6]2[C:11]=1[N:10]=[C:9](Cl)[N:8]([CH3:13])[C:7]2=[O:14].Cl.[CH3:17][C:18]1([NH2:21])[CH2:20][CH2:19]1.C(N(C(C)C)C(C)C)C. (4) Given the product [Cl:1][C:2]1[CH:7]=[C:6]([OH:8])[CH:5]=[CH:4][C:3]=1[C:10]1[N:11]=[C:12]([C:16]23[CH2:23][CH2:22][C:19]([CH2:24][CH2:25][CH2:26][CH:27]([OH:29])[CH3:28])([CH2:18][CH2:17]2)[CH2:20][CH2:21]3)[N:13]([CH3:30])[N:14]=1, predict the reactants needed to synthesize it. The reactants are: [Cl:1][C:2]1[CH:7]=[C:6]([O:8]C)[CH:5]=[CH:4][C:3]=1[C:10]1[N:14](C)[N:13]=[C:12]([C:16]23[CH2:23][CH2:22][C:19]([CH2:24][CH2:25][CH2:26][CH:27]([OH:29])[CH3:28])([CH2:20][CH2:21]2)[CH2:18][CH2:17]3)[N:11]=1.[CH2:30]([S-])C.[Na+]. (5) Given the product [Br:1][C:2]1[C:10]2[C:9]([NH:19][CH:16]3[CH2:17][CH2:18][CH:13]([NH2:20])[CH2:14][CH2:15]3)=[N:8][CH:7]=[N:6][C:5]=2[S:4][C:3]=1[CH3:12], predict the reactants needed to synthesize it. The reactants are: [Br:1][C:2]1[C:10]2[C:9](Cl)=[N:8][CH:7]=[N:6][C:5]=2[S:4][C:3]=1[CH3:12].[CH:13]1([NH2:20])[CH2:18][CH2:17][CH:16]([NH2:19])[CH2:15][CH2:14]1.C(N(CC)CC)C. (6) Given the product [CH3:1][C:2]1[C:9]([N+:10]([O-:12])=[O:11])=[CH:8][CH:7]=[CH:6][C:3]=1[CH:4]=[O:5], predict the reactants needed to synthesize it. The reactants are: [CH3:1][C:2]1[C:9]([N+:10]([O-:12])=[O:11])=[CH:8][CH:7]=[CH:6][C:3]=1[CH2:4][OH:5]. (7) Given the product [CH3:34][C@H:9]1[CH2:10][CH2:11][C@H:12]2[C@H:13]3[C@H:23]([CH2:24][CH2:25][C@:8]12[CH3:7])[C@:21]1([CH3:22])[C:16](=[CH:17][CH:18]([OH:26])[CH2:19][CH2:20]1)[CH2:15][CH2:14]3, predict the reactants needed to synthesize it. The reactants are: [H-].[H-].[H-].[H-].[Li+].[Al+3].[CH3:7][C@:8]12[CH2:25][CH2:24][C@H:23]3[C@@H:13]([CH2:14][CH:15]=[C:16]4[C@:21]3([CH3:22])[CH2:20][CH2:19][C@@H:18]([OH:26])[CH2:17]4)[C@@H:12]1[CH2:11][CH:10]=[CH:9]2.[O-]S([O-])(=O)=O.[Na+].[Na+].[CH3:34]COCC.